Dataset: Experimentally validated miRNA-target interactions with 360,000+ pairs, plus equal number of negative samples. Task: Binary Classification. Given a miRNA mature sequence and a target amino acid sequence, predict their likelihood of interaction. The miRNA is hsa-miR-1269b with sequence CUGGACUGAGCCAUGCUACUGG. The protein sequence of the target gene is MSLSPCRAQRGFSARSACSARSRGRSRGGFSSRGGFSSRSLNSFGGCLEGSRGSTWGSGGRLGVRFGEWSGGPGLSLCPPGGIQEVTINQNLLTPLKIEIDPQFQVVRTQETQEIRTLNNQFASFIDKVRFLEQQNKVLETKWHLLQQQGLSGSQQGLEPVFEACLDQLRKQLEQLQGERGALDAELKACRDQEEEYKSKYEEEAHRRATLENDFVVLKKDVDGVFLSKMELEGKLEALREYLYFLKHLNEEELGQLQTQASDTSVVLSMDNNRYLDFSSIITEVRARYEEIARSSKAEA.... Result: 0 (no interaction).